This data is from NCI-60 drug combinations with 297,098 pairs across 59 cell lines. The task is: Regression. Given two drug SMILES strings and cell line genomic features, predict the synergy score measuring deviation from expected non-interaction effect. (1) Drug 1: CCCCCOC(=O)NC1=NC(=O)N(C=C1F)C2C(C(C(O2)C)O)O. Drug 2: CCN(CC)CCNC(=O)C1=C(NC(=C1C)C=C2C3=C(C=CC(=C3)F)NC2=O)C. Cell line: RXF 393. Synergy scores: CSS=-7.13, Synergy_ZIP=0.310, Synergy_Bliss=-7.15, Synergy_Loewe=-7.37, Synergy_HSA=-9.06. (2) Drug 1: CS(=O)(=O)C1=CC(=C(C=C1)C(=O)NC2=CC(=C(C=C2)Cl)C3=CC=CC=N3)Cl. Drug 2: CC1CCC2CC(C(=CC=CC=CC(CC(C(=O)C(C(C(=CC(C(=O)CC(OC(=O)C3CCCCN3C(=O)C(=O)C1(O2)O)C(C)CC4CCC(C(C4)OC)OCCO)C)C)O)OC)C)C)C)OC. Synergy scores: CSS=23.4, Synergy_ZIP=-2.64, Synergy_Bliss=2.25, Synergy_Loewe=-9.30, Synergy_HSA=2.43. Cell line: MALME-3M. (3) Drug 1: C1CC(C1)(C(=O)O)C(=O)O.[NH2-].[NH2-].[Pt+2]. Drug 2: C1=CN(C=N1)CC(O)(P(=O)(O)O)P(=O)(O)O. Cell line: SF-539. Synergy scores: CSS=1.90, Synergy_ZIP=-2.63, Synergy_Bliss=-3.06, Synergy_Loewe=-6.66, Synergy_HSA=-5.17. (4) Drug 1: C1=C(C(=O)NC(=O)N1)F. Drug 2: CS(=O)(=O)CCNCC1=CC=C(O1)C2=CC3=C(C=C2)N=CN=C3NC4=CC(=C(C=C4)OCC5=CC(=CC=C5)F)Cl. Cell line: EKVX. Synergy scores: CSS=32.4, Synergy_ZIP=1.94, Synergy_Bliss=2.37, Synergy_Loewe=4.76, Synergy_HSA=5.48. (5) Drug 1: CN1C(=O)N2C=NC(=C2N=N1)C(=O)N. Drug 2: CN(C(=O)NC(C=O)C(C(C(CO)O)O)O)N=O. Cell line: A498. Synergy scores: CSS=-0.749, Synergy_ZIP=1.46, Synergy_Bliss=2.56, Synergy_Loewe=-0.704, Synergy_HSA=-0.688. (6) Drug 1: CC(CN1CC(=O)NC(=O)C1)N2CC(=O)NC(=O)C2. Drug 2: C1=CN(C(=O)N=C1N)C2C(C(C(O2)CO)O)O.Cl. Cell line: IGROV1. Synergy scores: CSS=24.3, Synergy_ZIP=-8.25, Synergy_Bliss=-0.478, Synergy_Loewe=2.54, Synergy_HSA=2.68. (7) Drug 1: CN(C)N=NC1=C(NC=N1)C(=O)N. Drug 2: C1=CC(=CC=C1CC(C(=O)O)N)N(CCCl)CCCl.Cl. Cell line: HOP-92. Synergy scores: CSS=18.6, Synergy_ZIP=-5.25, Synergy_Bliss=2.45, Synergy_Loewe=-4.04, Synergy_HSA=2.55. (8) Drug 1: CN1CCC(CC1)COC2=C(C=C3C(=C2)N=CN=C3NC4=C(C=C(C=C4)Br)F)OC. Drug 2: C1CCC(C(C1)N)N.C(=O)(C(=O)[O-])[O-].[Pt+4]. Cell line: A549. Synergy scores: CSS=26.3, Synergy_ZIP=-6.16, Synergy_Bliss=2.71, Synergy_Loewe=4.65, Synergy_HSA=5.68. (9) Drug 1: CNC(=O)C1=CC=CC=C1SC2=CC3=C(C=C2)C(=NN3)C=CC4=CC=CC=N4. Drug 2: C1CCC(CC1)NC(=O)N(CCCl)N=O. Cell line: HCT-15. Synergy scores: CSS=25.1, Synergy_ZIP=-6.36, Synergy_Bliss=3.30, Synergy_Loewe=0.429, Synergy_HSA=1.57.